From a dataset of Full USPTO retrosynthesis dataset with 1.9M reactions from patents (1976-2016). Predict the reactants needed to synthesize the given product. (1) Given the product [C:1]([C:3]1[C:4]2[S:13][C:12]([CH3:14])=[CH:11][C:5]=2[NH:6][CH:7]=1)#[N:2], predict the reactants needed to synthesize it. The reactants are: [C:1]([C:3]1[C:4]2[S:13][C:12]([CH3:14])=[CH:11][C:5]=2[NH:6][C:7]=1C(O)=O)#[N:2].O. (2) Given the product [CH3:1][O:2][CH2:3][CH2:4][N:5]([CH2:23][C:24]1[CH:36]=[CH:35][C:27]([O:28][CH2:29][C:30]([O:32][CH2:33][CH3:34])=[O:31])=[C:26]([CH3:37])[CH:25]=1)[C:6]1[CH:7]=[C:8]([C:12]2[CH:17]=[CH:16][C:15]([C:18]([F:19])([F:20])[F:21])=[CH:14][CH:13]=2)[CH:9]=[CH:10][CH:11]=1, predict the reactants needed to synthesize it. The reactants are: [CH3:1][O:2][CH2:3][CH2:4][NH:5][C:6]1[CH:7]=[C:8]([C:12]2[CH:17]=[CH:16][C:15]([C:18]([F:21])([F:20])[F:19])=[CH:14][CH:13]=2)[CH:9]=[CH:10][CH:11]=1.Br[CH2:23][C:24]1[CH:36]=[CH:35][C:27]([O:28][CH2:29][C:30]([O:32][CH2:33][CH3:34])=[O:31])=[C:26]([CH3:37])[CH:25]=1.C(N(CC)C(C)C)(C)C. (3) Given the product [CH3:21][O:22][C:23]1[CH:24]=[C:25]2[C:30](=[CH:31][C:32]=1[O:33][CH3:34])[N:29]=[CH:28][N:27]=[C:26]2[S:35][C:36]1[CH:37]=[C:38]([NH:39][C:12]([NH:11][C:4]2[CH:5]=[C:6]([C:7]([F:8])([F:9])[F:10])[N:2]([CH3:1])[N:3]=2)=[O:20])[CH:40]=[CH:41][CH:42]=1, predict the reactants needed to synthesize it. The reactants are: [CH3:1][N:2]1[C:6]([C:7]([F:10])([F:9])[F:8])=[CH:5][C:4]([NH:11][C:12](=[O:20])OC2C=CC=CC=2)=[N:3]1.[CH3:21][O:22][C:23]1[CH:24]=[C:25]2[C:30](=[CH:31][C:32]=1[O:33][CH3:34])[N:29]=[CH:28][N:27]=[C:26]2[S:35][C:36]1[CH:37]=[C:38]([CH:40]=[CH:41][CH:42]=1)[NH2:39].C(N(CC)C(C)C)(C)C. (4) The reactants are: [CH3:1][N:2]1[CH2:6][CH2:5][CH2:4][CH:3]1[CH2:7][CH2:8][N:9]1[C:17]2[C:12](=[CH:13][C:14]([NH2:18])=[CH:15][CH:16]=2)[CH:11]=[C:10]1[C:19]1[CH:24]=[CH:23][C:22]([N+:25]([O-:27])=[O:26])=[CH:21][CH:20]=1.I.CS[C:31]([C:33]1[S:34][CH:35]=[CH:36][CH:37]=1)=[NH:32].N. Given the product [CH3:1][N:2]1[CH2:6][CH2:5][CH2:4][CH:3]1[CH2:7][CH2:8][N:9]1[C:17]2[C:12](=[CH:13][C:14]([NH:18][C:31]([C:33]3[S:34][CH:35]=[CH:36][CH:37]=3)=[NH:32])=[CH:15][CH:16]=2)[CH:11]=[C:10]1[C:19]1[CH:20]=[CH:21][C:22]([N+:25]([O-:27])=[O:26])=[CH:23][CH:24]=1, predict the reactants needed to synthesize it. (5) The reactants are: [Br:1][C:2]1[CH:7]=[C:6]([O:8][CH3:9])[C:5]([OH:10])=[C:4]([O:11][CH3:12])[CH:3]=1.[OH-].[K+].Br[C:16](P(=O)(OCC)OCC)([F:18])[F:17]. Given the product [Br:1][C:2]1[CH:3]=[C:4]([O:11][CH3:12])[C:5]([O:10][CH:16]([F:18])[F:17])=[C:6]([O:8][CH3:9])[CH:7]=1, predict the reactants needed to synthesize it. (6) Given the product [N:1]1([CH2:13][C:14]2[CH:15]=[C:16]([CH:17]=[CH:18][CH:19]=2)[CH2:20][N:1]2[C:5]3[CH:6]=[CH:7][CH:8]=[CH:9][C:4]=3[N:3]=[CH:2]2)[C:5]2[CH:6]=[CH:7][CH:8]=[CH:9][C:4]=2[N:3]=[CH:2]1, predict the reactants needed to synthesize it. The reactants are: [N:1]1[C:5]2[CH:6]=[CH:7][CH:8]=[CH:9][C:4]=2[NH:3][CH:2]=1.[OH-].[K+].Br[CH2:13][C:14]1[CH:19]=[CH:18][CH:17]=[C:16]([CH2:20]Br)[CH:15]=1. (7) Given the product [ClH:46].[CH3:1][NH:2][CH2:3][C:4]([O:6][C@H:7]([CH3:45])[CH2:8][N:9]1[C:13]([CH3:14])=[C:12]([C:15](=[O:37])[NH:16][C:17]2[CH:22]=[CH:21][C:20]([O:23][C:24]3[C:33]4[C:28](=[CH:29][C:30]([O:34][CH3:35])=[CH:31][CH:32]=4)[N:27]=[CH:26][CH:25]=3)=[C:19]([F:36])[CH:18]=2)[C:11](=[O:38])[N:10]1[C:39]1[CH:40]=[CH:41][CH:42]=[CH:43][CH:44]=1)=[O:5], predict the reactants needed to synthesize it. The reactants are: [CH3:1][NH:2][CH2:3][C:4]([O:6][C@H:7]([CH3:45])[CH2:8][N:9]1[C:13]([CH3:14])=[C:12]([C:15](=[O:37])[NH:16][C:17]2[CH:22]=[CH:21][C:20]([O:23][C:24]3[C:33]4[C:28](=[CH:29][C:30]([O:34][CH3:35])=[CH:31][CH:32]=4)[N:27]=[CH:26][CH:25]=3)=[C:19]([F:36])[CH:18]=2)[C:11](=[O:38])[N:10]1[C:39]1[CH:44]=[CH:43][CH:42]=[CH:41][CH:40]=1)=[O:5].[ClH:46].CCOC(C)=O. (8) Given the product [CH2:23]([C:21]1[CH:20]=[C:19]([O:34][CH3:35])[C:13]2[N:14]([CH2:15][CH2:16][O:17][CH3:18])[C:10]([C:7]3[CH:8]=[CH:9][C:4]([CH:1]([CH3:3])[CH3:2])=[CH:5][CH:6]=3)=[N:11][C:12]=2[CH:22]=1)[C:24]1[CH:25]=[CH:26][CH:27]=[CH:28][CH:29]=1, predict the reactants needed to synthesize it. The reactants are: [CH:1]([C:4]1[CH:9]=[CH:8][C:7]([C:10]2[N:14]([CH2:15][CH2:16][O:17][CH3:18])[C:13]3[C:19]([O:34][CH3:35])=[CH:20][C:21]([CH:23](OC(=O)C)[C:24]4[CH:29]=[CH:28][CH:27]=[CH:26][CH:25]=4)=[CH:22][C:12]=3[N:11]=2)=[CH:6][CH:5]=1)([CH3:3])[CH3:2].CO.